Dataset: Full USPTO retrosynthesis dataset with 1.9M reactions from patents (1976-2016). Task: Predict the reactants needed to synthesize the given product. Given the product [Cl:1][C:2]1[CH:3]=[C:4]2[N:25]=[C:24]([O:26][C@@H:27]3[CH2:28][O:29][C@@H:30]4[C@H:34]([OH:35])[CH2:33][O:32][C@H:31]34)[N:23]([CH2:36][O:37][CH2:38][CH2:39][Si:40]([CH3:41])([CH3:43])[CH3:42])[C:5]2=[N:6][C:7]=1[C:8]1[CH:13]=[CH:12][C:11]([C:45]2[N:50]=[C:49]([N:51]=[S:52]([CH3:55])([CH3:54])=[O:53])[CH:48]=[CH:47][CH:46]=2)=[CH:10][CH:9]=1, predict the reactants needed to synthesize it. The reactants are: [Cl:1][C:2]1[CH:3]=[C:4]2[N:25]=[C:24]([O:26][C@H:27]3[C@H:31]4[O:32][CH2:33][C@@H:34]([OH:35])[C@H:30]4[O:29][CH2:28]3)[N:23]([CH2:36][O:37][CH2:38][CH2:39][Si:40]([CH3:43])([CH3:42])[CH3:41])[C:5]2=[N:6][C:7]=1[C:8]1[CH:13]=[CH:12][C:11](B2OC(C)(C)C(C)(C)O2)=[CH:10][CH:9]=1.Br[C:45]1[N:50]=[C:49]([N:51]=[S:52]([CH3:55])([CH3:54])=[O:53])[CH:48]=[CH:47][CH:46]=1.